Dataset: Full USPTO retrosynthesis dataset with 1.9M reactions from patents (1976-2016). Task: Predict the reactants needed to synthesize the given product. (1) Given the product [C:1]([O:5][C:6]([N:8]1[CH2:13][CH2:12][CH2:11][C@H:10]([C@H:14]([O:17][C:37](=[O:44])[C:38]2[CH:43]=[CH:42][CH:41]=[CH:40][CH:39]=2)[CH2:15][CH3:16])[CH2:9]1)=[O:7])([CH3:4])([CH3:3])[CH3:2], predict the reactants needed to synthesize it. The reactants are: [C:1]([O:5][C:6]([N:8]1[CH2:13][CH2:12][CH2:11][C@H:10]([C@@H:14]([OH:17])[CH2:15][CH3:16])[CH2:9]1)=[O:7])([CH3:4])([CH3:3])[CH3:2].C1(P(C2C=CC=CC=2)C2C=CC=CC=2)C=CC=CC=1.[C:37](O)(=[O:44])[C:38]1[CH:43]=[CH:42][CH:41]=[CH:40][CH:39]=1.C(N(C(C)C)CC)(C)C.N(C(OC(C)C)=O)=NC(OC(C)C)=O. (2) Given the product [Br:1][C:2]1[CH:3]=[C:4]([CH2:9][CH2:10][C:11]([O:13][CH2:14][CH3:15])=[O:12])[CH:5]=[CH:6][C:7]=1[O:8][CH:16]1[CH2:21][CH2:20][CH2:19][CH2:18][CH2:17]1, predict the reactants needed to synthesize it. The reactants are: [Br:1][C:2]1[CH:3]=[C:4]([CH2:9][CH2:10][C:11]([O:13][CH2:14][CH3:15])=[O:12])[CH:5]=[CH:6][C:7]=1[OH:8].[CH:16]1(O)[CH2:21][CH2:20][CH2:19][CH2:18][CH2:17]1. (3) The reactants are: [C:1]([NH:8][C@@H:9]([C:12]([OH:14])=[O:13])[CH2:10][OH:11])([O:3][C:4]([CH3:7])([CH3:6])[CH3:5])=[O:2].C(NC(=NC(C)C)O[C:21]([CH3:24])([CH3:23])[CH3:22])(C)C. Given the product [C:21]([O:11][CH2:10][C@H:9]([C:12]([OH:14])=[O:13])[NH:8][C:1]([O:3][C:4]([CH3:7])([CH3:6])[CH3:5])=[O:2])([CH3:24])([CH3:23])[CH3:22], predict the reactants needed to synthesize it.